Task: Predict the reaction yield, written as a fraction of the theoretical maximum amount of product (1.0 means a 100% yield; for example, 0.34 means a 34% yield).. Dataset: Reaction yield outcomes from USPTO patents with 853,638 reactions (1) The reactants are [ClH:1].[N:2]1([CH2:8][CH2:9][N:10]2[CH2:15][C:14]3[CH:16]=[C:17](/[CH:20]=[CH:21]/[C:22]([OH:24])=O)[CH:18]=[N:19][C:13]=3[NH:12][C:11]2=[O:25])[CH2:7][CH2:6][O:5][CH2:4][CH2:3]1.Cl.CN1CC2C=C(/C=C/C(O)=O)C=NC=2NC(=O)C1.[CH3:45][NH:46][CH2:47][C:48]1[S:52][C:51]2[CH:53]=[CH:54][CH:55]=[CH:56][C:50]=2[C:49]=1[CH3:57].CNCC1C=CC2C(=CC=CC=2)C=1CCC. No catalyst specified. The product is [ClH:1].[CH3:45][N:46]([CH2:47][C:48]1[S:52][C:51]2[CH:53]=[CH:54][CH:55]=[CH:56][C:50]=2[C:49]=1[CH3:57])[C:22](=[O:24])/[CH:21]=[CH:20]/[C:17]1[CH:18]=[N:19][C:13]2[NH:12][C:11](=[O:25])[N:10]([CH2:9][CH2:8][N:2]3[CH2:3][CH2:4][O:5][CH2:6][CH2:7]3)[CH2:15][C:14]=2[CH:16]=1. The yield is 0.330. (2) The reactants are Br[C:2]1[CH:3]=[C:4]2[C:8](=[CH:9][C:10]=1[NH:11][C:12]([C:14]1[C:23](=[O:24])[C:22]3[C:17](=[CH:18][CH:19]=[CH:20][CH:21]=3)[NH:16][CH:15]=1)=[O:13])[NH:7][CH:6]=[CH:5]2.[C:25]1(B(O)O)[CH:30]=[CH:29][CH:28]=[CH:27][CH:26]=1.C([O-])([O-])=O.[K+].[K+]. The catalyst is CN(C=O)C.C1C=CC(P(C2C=CC=CC=2)[C-]2C=CC=C2)=CC=1.C1C=CC(P(C2C=CC=CC=2)[C-]2C=CC=C2)=CC=1.Cl[Pd]Cl.[Fe+2]. The product is [O:24]=[C:23]1[C:22]2[C:17](=[CH:18][CH:19]=[CH:20][CH:21]=2)[NH:16][CH:15]=[C:14]1[C:12]([NH:11][C:10]1[CH:9]=[C:8]2[C:4]([CH:5]=[CH:6][NH:7]2)=[CH:3][C:2]=1[C:25]1[CH:30]=[CH:29][CH:28]=[CH:27][CH:26]=1)=[O:13]. The yield is 0.130.